From a dataset of Forward reaction prediction with 1.9M reactions from USPTO patents (1976-2016). Predict the product of the given reaction. (1) Given the reactants Br[CH2:2][C:3]1[N:8](/[CH:9]=[CH:10]/[C:11]2[CH:23]=[CH:22][C:14]([C:15]([O:17]C(C)(C)C)=[O:16])=[CH:13][CH:12]=2)[C:7](=[O:24])[C:6]([Cl:25])=[CH:5][C:4]=1[Cl:26].C(=O)([O-])[O-].[K+].[K+].[CH2:33]([C:35]1[CH:36]=[C:37]([OH:41])[CH:38]=[CH:39][CH:40]=1)[CH3:34].[Cl-].[NH4+], predict the reaction product. The product is: [Cl:25][C:6]1[C:7](=[O:24])[N:8](/[CH:9]=[CH:10]/[C:11]2[CH:12]=[CH:13][C:14]([C:15]([OH:17])=[O:16])=[CH:22][CH:23]=2)[C:3]([CH2:2][O:41][C:37]2[CH:38]=[CH:39][CH:40]=[C:35]([CH2:33][CH3:34])[CH:36]=2)=[C:4]([Cl:26])[CH:5]=1. (2) Given the reactants [Cl:1][C:2]1[C:3]([Cl:13])=[N:4][CH:5]=[C:6]([CH:12]=1)[C:7]([O:9]CC)=[O:8].[OH-].[Na+], predict the reaction product. The product is: [Cl:1][C:2]1[C:3]([Cl:13])=[N:4][CH:5]=[C:6]([CH:12]=1)[C:7]([OH:9])=[O:8].